From a dataset of Reaction yield outcomes from USPTO patents with 853,638 reactions. Predict the reaction yield, written as a fraction of the theoretical maximum amount of product (1.0 means a 100% yield; for example, 0.34 means a 34% yield). (1) The product is [CH3:19][O:15][C:14]([CH:10]1[CH2:11][CH2:12][CH2:13][CH:8]([C:6](=[O:7])[C:5]2[CH:4]=[CH:3][C:2]([Br:1])=[CH:18][CH:17]=2)[CH2:9]1)=[O:16]. The reactants are [Br:1][C:2]1[CH:18]=[CH:17][C:5]([C:6]([C@H:8]2[CH2:13][CH2:12][CH2:11][C@H:10]([C:14]([OH:16])=[O:15])[CH2:9]2)=[O:7])=[CH:4][CH:3]=1.[CH3:19]OC(OC)(C)C. The yield is 0.957. The catalyst is CO.Cl.O1CCOCC1. (2) The reactants are C[Si](C)(C)[C:3]#[C:4][CH3:5].Br[C:9]1[CH:10]=[N:11][CH:12]=[C:13]([Br:15])[CH:14]=1.CCCC[N+](CCCC)(CCCC)CCCC.[F-].C(N(CC)CC)C. The catalyst is C1C=CC([P]([Pd]([P](C2C=CC=CC=2)(C2C=CC=CC=2)C2C=CC=CC=2)([P](C2C=CC=CC=2)(C2C=CC=CC=2)C2C=CC=CC=2)[P](C2C=CC=CC=2)(C2C=CC=CC=2)C2C=CC=CC=2)(C2C=CC=CC=2)C2C=CC=CC=2)=CC=1.[Cu]I.O.CCOC(C)=O. The product is [Br:15][C:13]1[CH:12]=[N:11][CH:10]=[C:9]([C:3]#[C:4][CH3:5])[CH:14]=1. The yield is 0.420. (3) The reactants are Cl[C:2]1[CH:7]=[C:6]([O:8][C:9]2[C:10]([CH3:18])=[N:11][C:12]([N+:15]([O-:17])=[O:16])=[CH:13][CH:14]=2)[CH:5]=[CH:4][N:3]=1.[CH3:19][N:20]([CH3:24])[C:21]([NH2:23])=[O:22].CC1(C)C2C(=C(P(C3C=CC=CC=3)C3C=CC=CC=3)C=CC=2)OC2C(P(C3C=CC=CC=3)C3C=CC=CC=3)=CC=CC1=2.C([O-])([O-])=O.[Cs+].[Cs+]. The catalyst is O1CCOCC1.C1C=CC(/C=C/C(/C=C/C2C=CC=CC=2)=O)=CC=1.C1C=CC(/C=C/C(/C=C/C2C=CC=CC=2)=O)=CC=1.C1C=CC(/C=C/C(/C=C/C2C=CC=CC=2)=O)=CC=1.[Pd].[Pd]. The product is [CH3:19][N:20]([CH3:24])[C:21]([NH:23][C:2]1[CH:7]=[C:6]([O:8][C:9]2[C:10]([CH3:18])=[N:11][C:12]([N+:15]([O-:17])=[O:16])=[CH:13][CH:14]=2)[CH:5]=[CH:4][N:3]=1)=[O:22]. The yield is 0.860. (4) The reactants are [CH3:1][N:2]([CH:10]1[CH2:14][CH2:13][N:12]([CH2:15][CH2:16][C:17]2[C:26]3[C:21](=[CH:22][CH:23]=[C:24]([O:27][CH3:28])[N:25]=3)[N:20]=[CH:19][CH:18]=2)[CH2:11]1)C(=O)OC(C)(C)C.Cl. The catalyst is CO. The product is [CH3:1][NH:2][CH:10]1[CH2:14][CH2:13][N:12]([CH2:15][CH2:16][C:17]2[C:26]3[C:21](=[CH:22][CH:23]=[C:24]([O:27][CH3:28])[N:25]=3)[N:20]=[CH:19][CH:18]=2)[CH2:11]1. The yield is 0.920. (5) The reactants are [Cl:1][C:2]1[C:7](=[O:8])[N:6]([C:9]2[CH:10]=[C:11]([CH:18]=[CH:19][C:20]=2[CH3:21])[C:12]([NH:14][CH2:15][CH2:16][OH:17])=[O:13])[C:5]([CH3:22])=[N:4][C:3]=1[O:23][CH2:24][C:25]1[CH:30]=[CH:29][C:28]([F:31])=[CH:27][C:26]=1[F:32].N[CH2:34][C@@H](O)C. No catalyst specified. The product is [Cl:1][C:2]1[C:7](=[O:8])[N:6]([C:9]2[CH:10]=[C:11]([CH:18]=[CH:19][C:20]=2[CH3:21])[C:12]([NH:14][CH2:15][C@@H:16]([OH:17])[CH3:34])=[O:13])[C:5]([CH3:22])=[N:4][C:3]=1[O:23][CH2:24][C:25]1[CH:30]=[CH:29][C:28]([F:31])=[CH:27][C:26]=1[F:32]. The yield is 0.530. (6) The reactants are [F:1][C:2]([F:23])([F:22])[S:3]([NH:6][C:7]1[CH:8]=[C:9]([C:16]2[CH:21]=[CH:20][CH:19]=[CH:18][CH:17]=2)[CH:10]=[C:11]([N+:13]([O-])=O)[CH:12]=1)(=[O:5])=[O:4].[H][H].[CH3:26][O:27][C:28]1[N:33]=[C:32]([O:34][CH3:35])[C:31]([C:36]2[CH:45]=[C:44]3[C:39]([C:40](Cl)=[C:41]([C:46]([NH2:48])=[O:47])[CH:42]=[N:43]3)=[CH:38][CH:37]=2)=[CH:30][N:29]=1.[C:50]([OH:53])(=[O:52])C. The catalyst is [Pd]. The product is [F:1][C:2]([F:23])([F:22])[C:50]([OH:53])=[O:52].[CH3:26][O:27][C:28]1[N:33]=[C:32]([O:34][CH3:35])[C:31]([C:36]2[CH:45]=[C:44]3[C:39]([C:40]([NH:13][C:11]4[CH:10]=[C:9]([C:16]5[CH:21]=[CH:20][CH:19]=[CH:18][CH:17]=5)[CH:8]=[C:7]([NH:6][S:3]([C:2]([F:23])([F:22])[F:1])(=[O:5])=[O:4])[CH:12]=4)=[C:41]([C:46]([NH2:48])=[O:47])[CH:42]=[N:43]3)=[CH:38][CH:37]=2)=[CH:30][N:29]=1. The yield is 0.130. (7) The product is [N+:11]([C:6]1[CH:5]=[C:4]2[C:9](=[CH:8][CH:7]=1)[NH:1][C:2](=[O:10])[CH2:3]2)([O-:13])=[O:12]. The yield is 0.980. The reactants are [NH:1]1[C:9]2[C:4](=[CH:5][CH:6]=[CH:7][CH:8]=2)[CH2:3][C:2]1=[O:10].[N+:11]([O-])([OH:13])=[O:12]. The catalyst is S(=O)(=O)(O)O. (8) No catalyst specified. The yield is 0.690. The reactants are [Br:1][C:2]1[CH:7]=[CH:6][C:5]([OH:8])=[CH:4][CH:3]=1.C(=O)([O-])[O-].[K+].[K+].[CH2:15]([CH:17]1[O:19][CH2:18]1)Cl. The product is [Br:1][C:2]1[CH:7]=[CH:6][C:5]([O:8][CH2:15][CH:17]2[CH2:18][O:19]2)=[CH:4][CH:3]=1. (9) The reactants are [CH3:1][O:2][CH2:3][CH2:4][N:5]([CH3:16])[CH2:6][CH2:7][N:8]1[CH:12]=[C:11]([C:13]([OH:15])=[O:14])C=N1.[C:17]1(O)[CH:22]=[CH:21][CH:20]=[CH:19][CH:18]=1.Br[P+](N1CCCC1)(N1CCCC1)[N:26]1CCC[CH2:27]1.F[P-](F)(F)(F)(F)F.C(N(CC)CC)C.[Cl-].[NH4+]. The catalyst is CN(C)C=O.CN(C)C1C=CN=CC=1.ClCCl. The product is [C:17]1([O:15][C:13]([C:11]2[N:26]([CH3:27])[C:7]([CH2:6][N:5]([CH2:4][CH2:3][O:2][CH3:1])[CH3:16])=[N:8][CH:12]=2)=[O:14])[CH:22]=[CH:21][CH:20]=[CH:19][CH:18]=1. The yield is 0.550. (10) The reactants are C([O:3][C:4]([C:6]1[S:7][C:8]([CH3:19])=[C:9]([S:11](=[O:18])(=[O:17])[N:12]([CH2:15][CH3:16])[CH2:13][CH3:14])[CH:10]=1)=[O:5])C.[OH-].[Na+]. The catalyst is CCO. The product is [CH2:15]([N:12]([CH2:13][CH3:14])[S:11]([C:9]1[CH:10]=[C:6]([C:4]([OH:5])=[O:3])[S:7][C:8]=1[CH3:19])(=[O:17])=[O:18])[CH3:16]. The yield is 0.840.